This data is from Full USPTO retrosynthesis dataset with 1.9M reactions from patents (1976-2016). The task is: Predict the reactants needed to synthesize the given product. (1) Given the product [C:1]([CH:5]1[CH2:10][CH2:9][CH:8]([N:11]([CH2:24][C:25]2[CH:26]=[CH:27][C:28]([C:29]([NH:40][C:39]3[NH:38][N:37]=[N:36][N:35]=3)=[O:31])=[CH:32][CH:33]=2)[C:12]2[N:16]([CH3:17])[C:15]3[CH:18]=[CH:19][C:20]([O:22][CH3:23])=[CH:21][C:14]=3[N:13]=2)[CH2:7][CH2:6]1)([CH3:3])([CH3:2])[CH3:4], predict the reactants needed to synthesize it. The reactants are: [C:1]([CH:5]1[CH2:10][CH2:9][CH:8]([N:11]([CH2:24][C:25]2[CH:33]=[CH:32][C:28]([C:29]([OH:31])=O)=[CH:27][CH:26]=2)[C:12]2[N:16]([CH3:17])[C:15]3[CH:18]=[CH:19][C:20]([O:22][CH3:23])=[CH:21][C:14]=3[N:13]=2)[CH2:7][CH2:6]1)([CH3:4])([CH3:3])[CH3:2].O.[NH:35]1[C:39]([NH2:40])=[N:38][N:37]=[N:36]1.C1C=CC2N(O)N=NC=2C=1.CCN(C(C)C)C(C)C.C(Cl)CCl. (2) Given the product [ClH:27].[Cl:28][C:23]1[CH:22]=[C:21]([CH:26]=[CH:25][C:24]=1[Cl:27])[CH2:20][NH:19][C:17](=[O:18])[NH:16][C:13]1[S:14][CH:15]=[C:11]([CH2:10][N:8]([CH2:7][C:6]([OH:29])=[O:5])[CH3:9])[N:12]=1, predict the reactants needed to synthesize it. The reactants are: C([O:5][C:6](=[O:29])[CH2:7][N:8]([CH2:10][C:11]1[N:12]=[C:13]([NH:16][C:17]([NH:19][CH2:20][C:21]2[CH:26]=[CH:25][C:24]([Cl:27])=[C:23]([Cl:28])[CH:22]=2)=[O:18])[S:14][CH:15]=1)[CH3:9])(C)(C)C.FC(F)(F)C(O)=O. (3) The reactants are: COC(C1C([C:17]2[CH:22]=[CH:21][CH:20]=[C:19]([F:23])C=2Cl)N(C2CCCCO2)OC=1C)=O.[OH-:25].[Na+].[ClH:27].[NH2:28][C:29]1[CH:30]=[C:31]([CH2:35][C:36]([NH:38][C:39]2[CH:44]=[C:43]([O:45][CH3:46])[C:42]([O:47][CH3:48])=[C:41]([O:49][CH3:50])[CH:40]=2)=[O:37])[CH:32]=[CH:33][CH:34]=1.CCN=C=NC[CH2:57][CH2:58]N(C)C.[CH:62]1[CH:67]=N[C:65]2[N:68]([OH:71])N=N[C:64]=2[CH:63]=1.[CH2:72]1[CH2:76][O:75][CH2:74][CH2:73]1. Given the product [CH3:50][O:49][C:41]1[CH:40]=[C:39]([NH:38][C:36](=[O:37])[CH2:35][C:31]2[CH:32]=[CH:33][CH:34]=[C:29]([NH:28][C:74]([C:73]3[CH:72]([C:76]4[C:19]([F:23])=[CH:20][CH:21]=[CH:22][C:17]=4[Cl:27])[N:68]([CH:65]4[CH2:64][CH2:63][CH2:62][CH2:67][O:25]4)[O:71][C:57]=3[CH3:58])=[O:75])[CH:30]=2)[CH:44]=[C:43]([O:45][CH3:46])[C:42]=1[O:47][CH3:48], predict the reactants needed to synthesize it. (4) Given the product [Cl:18][C:14]1[CH:13]=[C:12]([C:4]2[N:3]=[C:2]([CH2:27][C:28]3[CH:29]=[CH:30][C:31]([CH2:34][C:35]([O:37][CH3:38])=[O:36])=[CH:32][CH:33]=3)[CH:7]=[C:6]([C:8]([F:11])([F:10])[F:9])[N:5]=2)[CH:17]=[CH:16][CH:15]=1, predict the reactants needed to synthesize it. The reactants are: Cl[C:2]1[CH:7]=[C:6]([C:8]([F:11])([F:10])[F:9])[N:5]=[C:4]([C:12]2[CH:17]=[CH:16][CH:15]=[C:14]([Cl:18])[CH:13]=2)[N:3]=1.CC1(C)C(C)(C)OB([CH2:27][C:28]2[CH:33]=[CH:32][C:31]([CH2:34][C:35]([O:37][CH3:38])=[O:36])=[CH:30][CH:29]=2)O1.C([O-])([O-])=O.[Na+].[Na+].O1CCOCC1.